Dataset: Forward reaction prediction with 1.9M reactions from USPTO patents (1976-2016). Task: Predict the product of the given reaction. (1) Given the reactants [C:1]([NH:5][C:6]1[CH:13]=[C:12]([N:14]2[C:22]3[C:17](=[C:18]([N:23]4[CH:27]=[C:26]([C:28]5[CH:29]=[N:30][CH:31]=[CH:32][CH:33]=5)[N:25]=[CH:24]4)[CH:19]=[CH:20][CH:21]=3)[C:16]([CH:34]([CH3:36])[CH3:35])=[N:15]2)[CH:11]=[CH:10][C:7]=1[C:8]#[N:9])([CH3:4])([CH3:3])[CH3:2].[OH-:37].[Na+].OO.O, predict the reaction product. The product is: [C:1]([NH:5][C:6]1[CH:13]=[C:12]([N:14]2[C:22]3[C:17](=[C:18]([N:23]4[CH:27]=[C:26]([C:28]5[CH:29]=[N:30][CH:31]=[CH:32][CH:33]=5)[N:25]=[CH:24]4)[CH:19]=[CH:20][CH:21]=3)[C:16]([CH:34]([CH3:36])[CH3:35])=[N:15]2)[CH:11]=[CH:10][C:7]=1[C:8]([NH2:9])=[O:37])([CH3:4])([CH3:3])[CH3:2]. (2) Given the reactants [C:1]1(=[O:15])[C:10]2[C:5]3=[C:6]([CH2:11][CH2:12][CH2:13][N:4]3[C:3](=[O:14])[NH:2]1)[CH:7]=[CH:8][CH:9]=2.[CH2:16](Br)[CH:17]=[CH2:18], predict the reaction product. The product is: [CH2:18]([N:2]1[C:1](=[O:15])[C:10]2[C:5]3=[C:6]([CH2:11][CH2:12][CH2:13][N:4]3[C:3]1=[O:14])[CH:7]=[CH:8][CH:9]=2)[CH:17]=[CH2:16].